This data is from NCI-60 drug combinations with 297,098 pairs across 59 cell lines. The task is: Regression. Given two drug SMILES strings and cell line genomic features, predict the synergy score measuring deviation from expected non-interaction effect. (1) Drug 1: CC(C1=C(C=CC(=C1Cl)F)Cl)OC2=C(N=CC(=C2)C3=CN(N=C3)C4CCNCC4)N. Drug 2: C1CC(=O)NC(=O)C1N2CC3=C(C2=O)C=CC=C3N. Cell line: A549. Synergy scores: CSS=29.9, Synergy_ZIP=-7.03, Synergy_Bliss=1.32, Synergy_Loewe=1.79, Synergy_HSA=1.85. (2) Drug 1: CS(=O)(=O)C1=CC(=C(C=C1)C(=O)NC2=CC(=C(C=C2)Cl)C3=CC=CC=N3)Cl. Drug 2: CC1=C2C(C(=O)C3(C(CC4C(C3C(C(C2(C)C)(CC1OC(=O)C(C(C5=CC=CC=C5)NC(=O)C6=CC=CC=C6)O)O)OC(=O)C7=CC=CC=C7)(CO4)OC(=O)C)O)C)OC(=O)C. Cell line: OVCAR-8. Synergy scores: CSS=47.8, Synergy_ZIP=10.2, Synergy_Bliss=10.8, Synergy_Loewe=-31.0, Synergy_HSA=10.7. (3) Drug 1: C1=NC2=C(N1)C(=S)N=C(N2)N. Drug 2: CC(C1=C(C=CC(=C1Cl)F)Cl)OC2=C(N=CC(=C2)C3=CN(N=C3)C4CCNCC4)N. Cell line: HL-60(TB). Synergy scores: CSS=49.5, Synergy_ZIP=-3.99, Synergy_Bliss=-4.04, Synergy_Loewe=-6.11, Synergy_HSA=-4.54. (4) Drug 1: C1CCC(C1)C(CC#N)N2C=C(C=N2)C3=C4C=CNC4=NC=N3. Drug 2: C1CNP(=O)(OC1)N(CCCl)CCCl. Cell line: SF-268. Synergy scores: CSS=-5.60, Synergy_ZIP=2.28, Synergy_Bliss=-0.341, Synergy_Loewe=-5.14, Synergy_HSA=-4.74. (5) Drug 1: CC(C1=C(C=CC(=C1Cl)F)Cl)OC2=C(N=CC(=C2)C3=CN(N=C3)C4CCNCC4)N. Drug 2: C1=CN(C(=O)N=C1N)C2C(C(C(O2)CO)O)O.Cl. Cell line: NCIH23. Synergy scores: CSS=35.1, Synergy_ZIP=-8.84, Synergy_Bliss=-0.590, Synergy_Loewe=-12.0, Synergy_HSA=1.59. (6) Drug 1: CCC1=CC2CC(C3=C(CN(C2)C1)C4=CC=CC=C4N3)(C5=C(C=C6C(=C5)C78CCN9C7C(C=CC9)(C(C(C8N6C)(C(=O)OC)O)OC(=O)C)CC)OC)C(=O)OC.C(C(C(=O)O)O)(C(=O)O)O. Drug 2: CC1=C(C(CCC1)(C)C)C=CC(=CC=CC(=CC(=O)O)C)C. Cell line: HT29. Synergy scores: CSS=66.9, Synergy_ZIP=-0.840, Synergy_Bliss=4.23, Synergy_Loewe=4.33, Synergy_HSA=7.09.